Dataset: NCI-60 drug combinations with 297,098 pairs across 59 cell lines. Task: Regression. Given two drug SMILES strings and cell line genomic features, predict the synergy score measuring deviation from expected non-interaction effect. (1) Drug 1: CCC1(CC2CC(C3=C(CCN(C2)C1)C4=CC=CC=C4N3)(C5=C(C=C6C(=C5)C78CCN9C7C(C=CC9)(C(C(C8N6C)(C(=O)OC)O)OC(=O)C)CC)OC)C(=O)OC)O.OS(=O)(=O)O. Drug 2: CC1C(C(CC(O1)OC2CC(CC3=C2C(=C4C(=C3O)C(=O)C5=C(C4=O)C(=CC=C5)OC)O)(C(=O)CO)O)N)O.Cl. Cell line: NCIH23. Synergy scores: CSS=50.6, Synergy_ZIP=-4.85, Synergy_Bliss=-1.60, Synergy_Loewe=0.504, Synergy_HSA=0.815. (2) Drug 1: CS(=O)(=O)C1=CC(=C(C=C1)C(=O)NC2=CC(=C(C=C2)Cl)C3=CC=CC=N3)Cl. Drug 2: C1C(C(OC1N2C=NC3=C(N=C(N=C32)Cl)N)CO)O. Cell line: A549. Synergy scores: CSS=-1.34, Synergy_ZIP=-1.25, Synergy_Bliss=-4.40, Synergy_Loewe=-6.97, Synergy_HSA=-7.17. (3) Drug 1: CC1=C(C(=CC=C1)Cl)NC(=O)C2=CN=C(S2)NC3=CC(=NC(=N3)C)N4CCN(CC4)CCO. Drug 2: CN(CCCl)CCCl.Cl. Cell line: IGROV1. Synergy scores: CSS=37.7, Synergy_ZIP=-10.5, Synergy_Bliss=-0.803, Synergy_Loewe=0.725, Synergy_HSA=2.62. (4) Drug 1: CC1=C2C(C(=O)C3(C(CC4C(C3C(C(C2(C)C)(CC1OC(=O)C(C(C5=CC=CC=C5)NC(=O)OC(C)(C)C)O)O)OC(=O)C6=CC=CC=C6)(CO4)OC(=O)C)OC)C)OC. Drug 2: CN1C2=C(C=C(C=C2)N(CCCl)CCCl)N=C1CCCC(=O)O.Cl. Cell line: HOP-92. Synergy scores: CSS=27.8, Synergy_ZIP=1.36, Synergy_Bliss=0.574, Synergy_Loewe=-12.8, Synergy_HSA=4.42. (5) Drug 1: C1CN1P(=S)(N2CC2)N3CC3. Drug 2: C1=CN(C(=O)N=C1N)C2C(C(C(O2)CO)O)O.Cl. Cell line: MDA-MB-231. Synergy scores: CSS=30.5, Synergy_ZIP=-4.11, Synergy_Bliss=-4.18, Synergy_Loewe=2.35, Synergy_HSA=3.82.